This data is from Full USPTO retrosynthesis dataset with 1.9M reactions from patents (1976-2016). The task is: Predict the reactants needed to synthesize the given product. (1) Given the product [C:21]([O:20][C:18](=[O:19])[NH:25][C:26]1[CH:31]=[CH:30][CH:29]=[C:28]([C:14]2[CH:15]=[N:16][C:2]([NH2:1])=[C:3]([C:4](=[O:5])[NH:6][C:7]3[CH:12]=[CH:11][N:10]=[CH:9][CH:8]=3)[CH:13]=2)[CH:27]=1)([CH3:24])([CH3:22])[CH3:23], predict the reactants needed to synthesize it. The reactants are: [NH2:1][C:2]1[N:16]=[CH:15][C:14](Br)=[CH:13][C:3]=1[C:4]([NH:6][C:7]1[CH:12]=[CH:11][N:10]=[CH:9][CH:8]=1)=[O:5].[C:18]([NH:25][C:26]1[CH:27]=[C:28](B(O)O)[CH:29]=[CH:30][CH:31]=1)([O:20][C:21]([CH3:24])([CH3:23])[CH3:22])=[O:19]. (2) Given the product [CH:35]([C:34]1[CH2:30][N:31]([O:46][CH2:2][C:3]2[CH:26]=[CH:25][C:6]([O:7][CH2:8][C:9]3[N:10]=[C:11]([C:15]4[CH:16]=[C:17]([CH:22]=[CH:23][CH:24]=4)[C:18]([O:20][CH3:21])=[O:19])[O:12][C:13]=3[CH3:14])=[C:5]([O:27][CH3:28])[CH:4]=2)[N:32]([C:37]2[CH:42]=[CH:41][CH:40]=[CH:39][CH:38]=2)[CH:33]=1)=[O:36], predict the reactants needed to synthesize it. The reactants are: Cl[CH2:2][C:3]1[CH:26]=[CH:25][C:6]([O:7][CH2:8][C:9]2[N:10]=[C:11]([C:15]3[CH:16]=[C:17]([CH:22]=[CH:23][CH:24]=3)[C:18]([O:20][CH3:21])=[O:19])[O:12][C:13]=2[CH3:14])=[C:5]([O:27][CH3:28])[CH:4]=1.O[C:30]1[C:34]([CH:35]=[O:36])=[CH:33][N:32]([C:37]2[CH:42]=[CH:41][CH:40]=[CH:39][CH:38]=2)[N:31]=1.CN(C)C=[O:46].[H-].[Na+]. (3) Given the product [NH2:33][C:34]1[N:39]=[CH:38][C:37]([C:22]2[N:23]=[C:24]([N:27]3[CH2:32][CH2:31][O:30][CH2:29][CH2:28]3)[C:25]3[S:26][C:18]([CH2:2][N:3]4[CH2:8][CH2:7][CH:6]([S:9]([CH2:12][C:13]([N:15]([CH3:17])[CH3:16])=[O:14])(=[O:11])=[O:10])[CH2:5][CH2:4]4)=[CH:19][C:20]=3[N:21]=2)=[CH:36][N:35]=1, predict the reactants needed to synthesize it. The reactants are: Cl[CH:2]([C:18]1[S:26][C:25]2[C:24]([N:27]3[CH2:32][CH2:31][O:30][CH2:29][CH2:28]3)=[N:23][CH:22]=[N:21][C:20]=2[CH:19]=1)[N:3]1[CH2:8][CH2:7][CH:6]([S:9]([CH2:12][C:13]([N:15]([CH3:17])[CH3:16])=[O:14])(=[O:11])=[O:10])[CH2:5][CH2:4]1.[NH2:33][C:34]1[N:39]=[CH:38][C:37](B(O)O)=[CH:36][N:35]=1.